The task is: Regression/Classification. Given a drug SMILES string, predict its absorption, distribution, metabolism, or excretion properties. Task type varies by dataset: regression for continuous measurements (e.g., permeability, clearance, half-life) or binary classification for categorical outcomes (e.g., BBB penetration, CYP inhibition). Dataset: cyp3a4_veith.. This data is from CYP3A4 inhibition data for predicting drug metabolism from PubChem BioAssay. (1) The drug is COC(=O)C1=C(C)NC(C)=C(C(=O)OCCCN2CCC(c3ccccc3)(c3ccccc3)CC2)[C@H]1c1cccc([N+](=O)[O-])c1. The result is 0 (non-inhibitor). (2) The compound is COc1ccc(-c2n[nH]c(C)c2-c2ccc(Cl)cc2)c(O)c1. The result is 1 (inhibitor). (3) The molecule is CC1(C)CC(=O)C2=C(C1)NC(=O)C21C(C(=O)OC(C)(C)C)=C(N)Oc2ccc(Br)cc21. The result is 1 (inhibitor).